From a dataset of Reaction yield outcomes from USPTO patents with 853,638 reactions. Predict the reaction yield, written as a fraction of the theoretical maximum amount of product (1.0 means a 100% yield; for example, 0.34 means a 34% yield). (1) The reactants are [CH3:1][NH:2][C:3](=[O:13])[C:4]1[CH:9]=[CH:8][N:7]=[CH:6][C:5]=1[N+:10]([O-])=O.[H][H]. The catalyst is CO.[Pd]. The product is [NH2:10][C:5]1[CH:6]=[N:7][CH:8]=[CH:9][C:4]=1[C:3]([NH:2][CH3:1])=[O:13]. The yield is 1.00. (2) The reactants are C(O)C.[Cl:4][C:5]1[C:6]([C:11]2[CH:12]=[C:13]3[C:17](=[C:18]([O:20][CH2:21][CH2:22][CH2:23][N:24]4C(=O)C5C(=CC=CC=5)C4=O)[CH:19]=2)[NH:16][N:15]=[C:14]3[NH:35][C:36]2[S:37][CH:38]=[CH:39][N:40]=2)=[N:7][CH:8]=[CH:9][CH:10]=1.O.NN. The catalyst is C(OCC)(=O)C.O1CCCC1.C(=O)([O-])O.[Na+]. The product is [ClH:4].[ClH:4].[ClH:4].[NH2:24][CH2:23][CH2:22][CH2:21][O:20][C:18]1[CH:19]=[C:11]([C:6]2[C:5]([Cl:4])=[CH:10][CH:9]=[CH:8][N:7]=2)[CH:12]=[C:13]2[C:17]=1[NH:16][N:15]=[C:14]2[NH:35][C:36]1[S:37][CH:38]=[CH:39][N:40]=1. The yield is 0.310. (3) The reactants are [OH:1][C:2]([C:5]1([NH:10][C:11]([C:13]2[C:21]3[C:16](=[N:17][CH:18]=[C:19]([CH:22]4[CH2:24][CH2:23]4)[N:20]=3)[N:15](COCC[Si](C)(C)C)[CH:14]=2)=[O:12])[CH2:9][CH2:8][CH2:7][CH2:6]1)([CH3:4])[CH3:3].FC(F)(F)C(O)=O. The catalyst is C(Cl)Cl. The product is [OH:1][C:2]([C:5]1([NH:10][C:11]([C:13]2[C:21]3[C:16](=[N:17][CH:18]=[C:19]([CH:22]4[CH2:23][CH2:24]4)[N:20]=3)[NH:15][CH:14]=2)=[O:12])[CH2:9][CH2:8][CH2:7][CH2:6]1)([CH3:3])[CH3:4]. The yield is 0.530. (4) The reactants are [F:1][C:2]1[CH:3]=[CH:4][C:5]([N+:11]([O-])=O)=[C:6]([CH:10]=1)[C:7]([OH:9])=[O:8]. The catalyst is C(O)C.[Pd]. The product is [NH2:11][C:5]1[CH:4]=[CH:3][C:2]([F:1])=[CH:10][C:6]=1[C:7]([OH:9])=[O:8]. The yield is 0.980. (5) The reactants are [I:1][C:2]1[CH:7]=[CH:6][CH:5]=[CH:4][C:3]=1[NH:8][C:9](=[O:15])[C:10]#[C:11][CH:12]([CH3:14])[CH3:13].C(=O)([O-])[O-].[Cs+].[Cs+].[CH3:22][O:23][C:24](=[O:33])[C:25]1[CH:30]=[CH:29][CH:28]=[C:27]([CH2:31]Br)[CH:26]=1. The catalyst is CN(C=O)C. The product is [CH3:22][O:23][C:24](=[O:33])[C:25]1[CH:30]=[CH:29][CH:28]=[C:27]([CH2:31][N:8]([C:3]2[CH:4]=[CH:5][CH:6]=[CH:7][C:2]=2[I:1])[C:9](=[O:15])[C:10]#[C:11][CH:12]([CH3:13])[CH3:14])[CH:26]=1. The yield is 0.510.